From a dataset of hERG potassium channel inhibition data for cardiac toxicity prediction from Karim et al.. Regression/Classification. Given a drug SMILES string, predict its toxicity properties. Task type varies by dataset: regression for continuous values (e.g., LD50, hERG inhibition percentage) or binary classification for toxic/non-toxic outcomes (e.g., AMES mutagenicity, cardiotoxicity, hepatotoxicity). Dataset: herg_karim. (1) The drug is Oc1ccc2c(c1)CC(CN1CCC3(CCc4ccccc43)CC1)NC2. The result is 1 (blocker). (2) The compound is C[S+]([O-])Cc1ccc(C(=O)Nc2cccnc2C(=O)NCC2CCOCC2)c2ccccc12. The result is 0 (non-blocker). (3) The compound is CCC(OC(C)=O)C(CC(C)[N+](C)C)(c1ccccc1)c1ccccc1. The result is 1 (blocker). (4) The molecule is COc1cc2nc(N(C)CCCNC(=O)C3CCCO3)nc(C)c2cc1OC. The result is 0 (non-blocker). (5) The compound is O=C(NC1CCCCC1)C(C1CCCCC1)n1c(-c2ccc(Cl)cc2)nc2cc(F)c(Cl)cc21. The result is 1 (blocker). (6) The molecule is CC(C)c1nc2ccccc2c(=O)n1-c1ccc(OCCCN2CCCC2)cc1. The result is 1 (blocker).